Dataset: Catalyst prediction with 721,799 reactions and 888 catalyst types from USPTO. Task: Predict which catalyst facilitates the given reaction. Reactant: [C:1]([C:5]1[CH:10]=[CH:9][C:8]([S:11]([NH:14][C:15]2[CH:16]=[C:17]3[C:21](=[CH:22][CH:23]=2)[NH:20][C:19]([C:24](O)=[O:25])=[C:18]3[C:27]2[CH:32]=[CH:31][CH:30]=[C:29]([F:33])[CH:28]=2)(=[O:13])=[O:12])=[CH:7][CH:6]=1)([CH3:4])([CH3:3])[CH3:2].[C:34]([NH:37][CH2:38][CH2:39][NH2:40])(=[O:36])[CH3:35]. Product: [C:34]([NH:37][CH2:38][CH2:39][NH:40][C:24]([C:19]1[NH:20][C:21]2[C:17]([C:18]=1[C:27]1[CH:32]=[CH:31][CH:30]=[C:29]([F:33])[CH:28]=1)=[CH:16][C:15]([NH:14][S:11]([C:8]1[CH:7]=[CH:6][C:5]([C:1]([CH3:2])([CH3:4])[CH3:3])=[CH:10][CH:9]=1)(=[O:12])=[O:13])=[CH:23][CH:22]=2)=[O:25])(=[O:36])[CH3:35]. The catalyst class is: 98.